Dataset: M1 muscarinic receptor antagonist screen with 61,756 compounds. Task: Binary Classification. Given a drug SMILES string, predict its activity (active/inactive) in a high-throughput screening assay against a specified biological target. (1) The compound is O=C(N1CCN(CC1)C\C=C\c1ccccc1)Nc1cc2OCOc2cc1. The result is 0 (inactive). (2) The compound is O1CCN(CCCN\C(=C2\C(=O)N(Cc3ccccc3)C(=O)NC2=O)C)CC1. The result is 0 (inactive). (3) The compound is N1(CCN(CC1)C)Cc1n(c2c(n1)cccc2)C. The result is 0 (inactive). (4) The drug is Brc1oc(C(OCC(=O)Nc2ccc(S(=O)(=O)N3CCCC3)cc2)=O)cc1. The result is 0 (inactive).